Task: Predict the reaction yield, written as a fraction of the theoretical maximum amount of product (1.0 means a 100% yield; for example, 0.34 means a 34% yield).. Dataset: Reaction yield outcomes from USPTO patents with 853,638 reactions (1) The reactants are Br[C:2]1[C:3]([CH3:23])=[C:4]([C:7]2[N:11]3[N:12]=[C:13]([CH3:21])[CH:14]=[C:15]([CH:16]([CH2:19][CH3:20])[CH2:17][CH3:18])[C:10]3=[N:9][C:8]=2[CH3:22])[S:5][CH:6]=1.[NH:24]1[CH2:29][CH2:28][O:27][CH2:26][CH2:25]1.C1(P(C2CCCCC2)C2C=CC=CC=2C2C=CC=CC=2)CCCCC1.CN(C1C=CC=CC=1C1C=CC=CC=1)C.[Li+].C[Si]([N-][Si](C)(C)C)(C)C. The catalyst is CCOC(C)=O.C1C=CC(/C=C/C(/C=C/C2C=CC=CC=2)=O)=CC=1.C1C=CC(/C=C/C(/C=C/C2C=CC=CC=2)=O)=CC=1.C1C=CC(/C=C/C(/C=C/C2C=CC=CC=2)=O)=CC=1.[Pd].[Pd]. The product is [CH2:17]([CH:16]([C:15]1[C:10]2[N:11]([C:7]([C:4]3[S:5][CH:6]=[C:2]([N:24]4[CH2:29][CH2:28][O:27][CH2:26][CH2:25]4)[C:3]=3[CH3:23])=[C:8]([CH3:22])[N:9]=2)[N:12]=[C:13]([CH3:21])[CH:14]=1)[CH2:19][CH3:20])[CH3:18]. The yield is 0.160. (2) The reactants are [CH2:1]([N:3]1[C:11]2[C:6](=[CH:7][CH:8]=[C:9]([O:12][CH3:13])[CH:10]=2)[C:5]([C:14](=[S:16])[NH2:15])=[CH:4]1)[CH3:2].CO[CH:19](OC)[CH2:20]Br. The catalyst is C(COC)OC. The product is [CH2:1]([N:3]1[C:11]2[C:6](=[CH:7][CH:8]=[C:9]([O:12][CH3:13])[CH:10]=2)[C:5]([C:14]2[S:16][CH:19]=[CH:20][N:15]=2)=[CH:4]1)[CH3:2]. The yield is 0.470. (3) The reactants are [H-].[Al+3].[Li+].[H-].[H-].[H-].[C:7]1([N:13]2[C:22]3[C:17](=[CH:18][CH:19]=[CH:20][CH:21]=3)[NH:16][C:15](=O)[C:14]2=O)[CH:12]=[CH:11][CH:10]=[CH:9][CH:8]=1.[OH-].[Na+].[O-]S([O-])(=O)=O.[Mg+2]. The catalyst is C1COCC1. The product is [C:7]1([N:13]2[C:22]3[C:17](=[CH:18][CH:19]=[CH:20][CH:21]=3)[NH:16][CH2:15][CH2:14]2)[CH:8]=[CH:9][CH:10]=[CH:11][CH:12]=1. The yield is 0.730. (4) The reactants are [CH2:1]([O:13][C:14]1[C:15]([F:24])=[CH:16][C:17]([N+:21]([O-])=O)=[C:18]([NH2:20])[CH:19]=1)[CH2:2][CH2:3][CH2:4][CH2:5][CH2:6][CH2:7][CH2:8][CH2:9][CH2:10][CH2:11][CH3:12].N. The catalyst is C(O)(=O)C.[Fe]. The product is [CH2:1]([O:13][C:14]1[CH:19]=[C:18]([NH2:20])[C:17]([NH2:21])=[CH:16][C:15]=1[F:24])[CH2:2][CH2:3][CH2:4][CH2:5][CH2:6][CH2:7][CH2:8][CH2:9][CH2:10][CH2:11][CH3:12]. The yield is 0.830. (5) The product is [F:1][C:2]1[CH:7]=[CH:6][C:5]([C:8]2[C:9]([CH3:21])=[CH:10][C:11]([O:15][C@H:16]3[CH2:20][CH2:19][O:18][CH2:17]3)=[CH:12][C:13]=2[CH3:14])=[CH:4][C:3]=1[CH2:22][O:23][C:24]1[CH:37]=[CH:36][C:27]2[C@H:28]([CH2:31][C:32]([OH:34])=[O:33])[CH2:29][O:30][C:26]=2[CH:25]=1. The catalyst is O1CCCC1.CO.O. The reactants are [F:1][C:2]1[CH:7]=[CH:6][C:5]([C:8]2[C:13]([CH3:14])=[CH:12][C:11]([O:15][C@H:16]3[CH2:20][CH2:19][O:18][CH2:17]3)=[CH:10][C:9]=2[CH3:21])=[CH:4][C:3]=1[CH2:22][O:23][C:24]1[CH:37]=[CH:36][C:27]2[C@H:28]([CH2:31][C:32]([O:34]C)=[O:33])[CH2:29][O:30][C:26]=2[CH:25]=1.[OH-].[Li+]. The yield is 0.667. (6) The reactants are [OH:1][C:2]1[C:7]([C:8]([O:10][CH2:11][CH3:12])=[O:9])=[CH:6][N:5]=[C:4]([N:13]2[CH:17]=[CH:16][CH:15]=[N:14]2)[N:3]=1.[Na].OC1C(C(OCC)=O)=CN=C(N2C=CC=N2)N=1.[CH2:36](Cl)[C:37]1[CH:42]=[CH:41][CH:40]=[CH:39][CH:38]=1.CCN(CC)CC. The catalyst is CN(C=O)C.O. The product is [CH2:36]([O:1][C:2]1[C:7]([C:8]([O:10][CH2:11][CH3:12])=[O:9])=[CH:6][N:5]=[C:4]([N:13]2[CH:17]=[CH:16][CH:15]=[N:14]2)[N:3]=1)[C:37]1[CH:42]=[CH:41][CH:40]=[CH:39][CH:38]=1. The yield is 0.420. (7) The reactants are [CH3:1][C:2]([C:5]1[CH:6]=[C:7]([CH:20]=[C:21]([C:24]([CH3:27])([CH3:26])[CH3:25])[C:22]=1[OH:23])[C:8]([NH:10][C:11]1[CH:16]=[CH:15][C:14]([N+:17]([O-])=O)=[CH:13][CH:12]=1)=[O:9])([CH3:4])[CH3:3].[H][H]. The catalyst is C(O)C.ClCCl.[Pd]. The product is [CH3:4][C:2]([C:5]1[CH:6]=[C:7]([CH:20]=[C:21]([C:24]([CH3:27])([CH3:26])[CH3:25])[C:22]=1[OH:23])[C:8]([NH:10][C:11]1[CH:16]=[CH:15][C:14]([NH2:17])=[CH:13][CH:12]=1)=[O:9])([CH3:1])[CH3:3]. The yield is 0.490.